Dataset: Reaction yield outcomes from USPTO patents with 853,638 reactions. Task: Predict the reaction yield, written as a fraction of the theoretical maximum amount of product (1.0 means a 100% yield; for example, 0.34 means a 34% yield). (1) The reactants are C[O:2][C:3]([C:5]1[C:6]([CH3:32])=[C:7]2[C:12]([NH:13][C:14]3[CH:19]=[CH:18][C:17]([O:20][C:21]4[CH:26]=[CH:25][CH:24]=[CH:23][C:22]=4[O:27][CH3:28])=[CH:16][CH:15]=3)=[C:11]([C:29]#[N:30])[CH:10]=[N:9][N:8]2[CH:31]=1)=[O:4].[OH-].[Na+]. The catalyst is CO.C1COCC1. The product is [C:29]([C:11]1[CH:10]=[N:9][N:8]2[CH:31]=[C:5]([C:3]([OH:4])=[O:2])[C:6]([CH3:32])=[C:7]2[C:12]=1[NH:13][C:14]1[CH:15]=[CH:16][C:17]([O:20][C:21]2[CH:26]=[CH:25][CH:24]=[CH:23][C:22]=2[O:27][CH3:28])=[CH:18][CH:19]=1)#[N:30]. The yield is 0.950. (2) The product is [Br:28][C:27]1[CH:26]=[C:25]2[C:16]([N:17]3[C:22]([CH2:23][O:24]2)=[N:21][NH:20][C:19](=[O:29])[C@H:18]3[CH3:30])=[CH:15][C:14]=1[NH:13][C:10]1([CH3:12])[CH2:9][NH:8][CH2:11]1. The reactants are C(OC([N:8]1[CH2:11][C:10]([NH:13][C:14]2[CH:15]=[C:16]3[C:25](=[CH:26][C:27]=2[Br:28])[O:24][CH2:23][C:22]2[N:17]3[C@H:18]([CH3:30])[C:19](=[O:29])[NH:20][N:21]=2)([CH3:12])[CH2:9]1)=O)(C)(C)C. The catalyst is C(O)(C(F)(F)F)=O.C(Cl)Cl. The yield is 1.00. (3) The reactants are [C:1]([O:5][C:6]([N:8]1[CH2:13][CH2:12][N:11]([C:14]2[C:15]3[CH:23]=[CH:22][CH:21]=[N:20][C:16]=3[N:17]=[CH:18][N:19]=2)[CH2:10][CH2:9]1)=[O:7])([CH3:4])([CH3:3])[CH3:2]. The catalyst is CO.C(O)(C(F)(F)F)=O.O=[Pt]=O. The product is [C:1]([O:5][C:6]([N:8]1[CH2:9][CH2:10][N:11]([C:14]2[C:15]3[CH2:23][CH2:22][CH2:21][NH:20][C:16]=3[N:17]=[CH:18][N:19]=2)[CH2:12][CH2:13]1)=[O:7])([CH3:4])([CH3:2])[CH3:3]. The yield is 0.620. (4) The reactants are [CH2:1]([N:8]1[CH2:12][CH2:11][C:10]([C:20]2[CH:21]=[C:22]3[C:26](=[CH:27][CH:28]=2)[NH:25][CH:24]=[CH:23]3)([CH2:13][C:14]2[CH:19]=[CH:18][CH:17]=[CH:16][CH:15]=2)[CH2:9]1)[C:2]1[CH:7]=[CH:6][CH:5]=[CH:4][CH:3]=1.[C:29](O[C:29]([O:31][C:32]([CH3:35])([CH3:34])[CH3:33])=[O:30])([O:31][C:32]([CH3:35])([CH3:34])[CH3:33])=[O:30].C(N(CC)CC)C. The catalyst is CN(C)C1C=CN=CC=1.C1COCC1. The product is [C:32]([O:31][C:29]([N:25]1[C:26]2[C:22](=[CH:21][C:20]([C:10]3([CH2:13][C:14]4[CH:19]=[CH:18][CH:17]=[CH:16][CH:15]=4)[CH2:11][CH2:12][N:8]([CH2:1][C:2]4[CH:7]=[CH:6][CH:5]=[CH:4][CH:3]=4)[CH2:9]3)=[CH:28][CH:27]=2)[CH:23]=[CH:24]1)=[O:30])([CH3:35])([CH3:34])[CH3:33]. The yield is 0.760. (5) The reactants are [F:1][C:2]1[CH:7]=[CH:6][CH:5]=[CH:4][C:3]=1[C:8]1[NH:12][CH:11]=[C:10]([CH:13]=[O:14])[CH:9]=1.[O-]S(C(F)(F)[F:20])(=O)=O.ClC1C=CC=C(Cl)[N+]=1F.C(=O)([O-])O.[Na+]. The catalyst is O1CCCC1. The product is [F:20][C:9]1[C:10]([CH:13]=[O:14])=[CH:11][NH:12][C:8]=1[C:3]1[CH:4]=[CH:5][CH:6]=[CH:7][C:2]=1[F:1]. The yield is 0.130. (6) The reactants are [H-].[Na+].[CH3:3][O:4][C:5]([CH2:7]P(OC)(OC)=O)=[O:6].[C:14]([O:18][C:19]([N:21]1[CH2:26][CH2:25][C:24](=O)[CH2:23][CH2:22]1)=[O:20])([CH3:17])([CH3:16])[CH3:15]. The product is [CH3:3][O:4][C:5](=[O:6])[CH:7]=[C:24]1[CH2:25][CH2:26][N:21]([C:19]([O:18][C:14]([CH3:17])([CH3:16])[CH3:15])=[O:20])[CH2:22][CH2:23]1. The catalyst is CN(C)C=O.C(OCC)C. The yield is 0.920. (7) The reactants are [Cl-].[Al+3].[Cl-].[Cl-].[C:5]1([O:11][CH3:12])[CH:10]=[CH:9][CH:8]=[CH:7][CH:6]=1.[CH3:13][O:14][C:15]1[CH:16]=[C:17]([CH:21]=[C:22]([O:24][CH3:25])[CH:23]=1)[C:18](Cl)=[O:19]. The catalyst is C(Cl)Cl. The product is [CH3:13][O:14][C:15]1[CH:16]=[C:17]([C:18]([C:8]2[CH:9]=[CH:10][C:5]([O:11][CH3:12])=[CH:6][CH:7]=2)=[O:19])[CH:21]=[C:22]([O:24][CH3:25])[CH:23]=1. The yield is 0.760. (8) The reactants are Br[C:2]1[CH:3]=[N:4][C:5]([O:12][C:13]2[CH:18]=[CH:17][C:16]([F:19])=[CH:15][CH:14]=2)=[C:6]([CH:11]=1)[C:7]([O:9][CH3:10])=[O:8].[C-:20]#[N:21].[Na+]. The catalyst is C(#N)CC.[Cu](I)I. The product is [C:20]([C:2]1[CH:3]=[N:4][C:5]([O:12][C:13]2[CH:18]=[CH:17][C:16]([F:19])=[CH:15][CH:14]=2)=[C:6]([CH:11]=1)[C:7]([O:9][CH3:10])=[O:8])#[N:21]. The yield is 0.710. (9) The reactants are [C:1]1([CH2:7][S:8]([O:11][C:12]2[CH:17]=[CH:16][C:15]([CH:18]=O)=[CH:14][CH:13]=2)(=[O:10])=[O:9])[CH:6]=[CH:5][CH:4]=[CH:3][CH:2]=1.[CH3:20][O:21][C:22]1[CH:23]=[C:24]2[C:28](=[CH:29][C:30]=1[O:31][CH3:32])[NH:27][C:26](=[O:33])[CH2:25]2.N1CCCCC1. The catalyst is C(O)C. The product is [C:1]1([CH2:7][S:8]([O:11][C:12]2[CH:13]=[CH:14][C:15](/[CH:18]=[C:25]3/[C:26](=[O:33])[NH:27][C:28]4[C:24]/3=[CH:23][C:22]([O:21][CH3:20])=[C:30]([O:31][CH3:32])[CH:29]=4)=[CH:16][CH:17]=2)(=[O:9])=[O:10])[CH:2]=[CH:3][CH:4]=[CH:5][CH:6]=1. The yield is 0.660. (10) The reactants are [Cl:1][C:2]1[CH:3]=[CH:4][C:5]([N:43]2[CH:47]=[C:46]([C:48]([F:51])([F:50])[F:49])[N:45]=[N:44]2)=[C:6]([C:8]2[N:9]=[CH:10][N:11]([C@@H:15]3[C:31]4[CH:32]=[C:27]([CH:28]=[CH:29][N:30]=4)[C:26]4[C:22](=[CH:23][N:24]([C:33]5[C:34]([O:39]C)=[N:35][CH:36]=[CH:37][CH:38]=5)[N:25]=4)[NH:21][C:20](=[O:41])[C@H:19]([CH3:42])[CH2:18][CH2:17][CH2:16]3)[C:12](=[O:14])[CH:13]=2)[CH:7]=1.Cl. The catalyst is C1COCC1. The product is [Cl:1][C:2]1[CH:3]=[CH:4][C:5]([N:43]2[CH:47]=[C:46]([C:48]([F:49])([F:50])[F:51])[N:45]=[N:44]2)=[C:6]([C:8]2[N:9]=[CH:10][N:11]([C@@H:15]3[C:31]4[CH:32]=[C:27]([CH:28]=[CH:29][N:30]=4)[C:26]4[C:22](=[CH:23][N:24]([C:33]5[C:34]([OH:39])=[N:35][CH:36]=[CH:37][CH:38]=5)[N:25]=4)[NH:21][C:20](=[O:41])[C@H:19]([CH3:42])[CH2:18][CH2:17][CH2:16]3)[C:12](=[O:14])[CH:13]=2)[CH:7]=1. The yield is 0.640.